Dataset: Forward reaction prediction with 1.9M reactions from USPTO patents (1976-2016). Task: Predict the product of the given reaction. (1) Given the reactants C1(CCCN)C=CC=CC=1.[CH2:11]1[C:19]2[C:14](=[CH:15][CH:16]=[CH:17][CH:18]=2)[CH2:13][N:12]1[C:20]([NH:22][C:23]1[CH:31]=[CH:30][C:26]([C:27]([OH:29])=O)=[CH:25][N:24]=1)=[O:21].[CH2:32]1[C:40]2[C:35](=[CH:36]C=CC=2)[CH2:34][N:33]1C(NC1C=CC(C(O)=O)=CC=1)=O, predict the reaction product. The product is: [CH3:34][CH:35]([CH3:36])[CH2:40][CH2:32][NH:33][C:27]([C:26]1[CH:30]=[CH:31][C:23]([NH:22][C:20]([N:12]2[CH2:11][C:19]3[C:14](=[CH:15][CH:16]=[CH:17][CH:18]=3)[CH2:13]2)=[O:21])=[N:24][CH:25]=1)=[O:29]. (2) Given the reactants [Br:1][C:2]1[N:3]=[CH:4][N:5]([C:7]2[CH:12]=[CH:11][C:10]([N+:13]([O-])=O)=[CH:9][C:8]=2[O:16][CH3:17])[CH:6]=1.O.C(=O)([O-])O.[Na+], predict the reaction product. The product is: [Br:1][C:2]1[N:3]=[CH:4][N:5]([C:7]2[CH:12]=[CH:11][C:10]([NH2:13])=[CH:9][C:8]=2[O:16][CH3:17])[CH:6]=1. (3) Given the reactants [N:1]1([CH2:6][C@H:7]2[NH:11][CH2:10][C@H:9]([NH:12][C:13]([C:15]3[S:16][C:17]([Cl:20])=[CH:18][CH:19]=3)=[O:14])[CH2:8]2)[CH2:5][CH2:4][CH2:3][CH2:2]1.BrC([C:26]1[CH:31]=[CH:30][C:29]([N:32]2[CH:37]=[CH:36][CH:35]=[CH:34][C:33]2=[O:38])=[CH:28][C:27]=1[F:39])C(N)=O, predict the reaction product. The product is: [F:39][C:27]1[CH:28]=[C:29]([N:32]2[CH:37]=[CH:36][CH:35]=[CH:34][C:33]2=[O:38])[CH:30]=[CH:31][C:26]=1[NH:12][C:13]([CH2:15][N:11]1[C@H:7]([CH2:6][N:1]2[CH2:5][CH2:4][CH2:3][CH2:2]2)[CH2:8][C@@H:9]([NH:12][C:13]([C:15]2[S:16][C:17]([Cl:20])=[CH:18][CH:19]=2)=[O:14])[CH2:10]1)=[O:14]. (4) Given the reactants FC(F)(F)C(O)=O.[C:8]([C:10]1[N:11]=[CH:12][C:13]([NH:16][C:17]2[CH:22]=[C:21]([NH:23][CH2:24][C:25]3([F:38])[CH2:30][CH2:29][N:28](C(OC(C)(C)C)=O)[CH2:27][CH2:26]3)[C:20]([C:39]3[CH:44]=[CH:43][C:42]([O:45][CH3:46])=[CH:41][CH:40]=3)=[CH:19][N:18]=2)=[N:14][CH:15]=1)#[N:9], predict the reaction product. The product is: [F:38][C:25]1([CH2:24][NH:23][C:21]2[C:20]([C:39]3[CH:44]=[CH:43][C:42]([O:45][CH3:46])=[CH:41][CH:40]=3)=[CH:19][N:18]=[C:17]([NH:16][C:13]3[N:14]=[CH:15][C:10]([C:8]#[N:9])=[N:11][CH:12]=3)[CH:22]=2)[CH2:30][CH2:29][NH:28][CH2:27][CH2:26]1.